From a dataset of Forward reaction prediction with 1.9M reactions from USPTO patents (1976-2016). Predict the product of the given reaction. (1) Given the reactants [NH2:1][CH2:2][CH2:3][NH:4][CH2:5][C:6]([OH:8])=[O:7].[OH-:9].[Na+].[C:11](=[O:27])([O-])[O:12][C:13]1[CH:18]=[CH:17][C:16]([N+]([O-])=O)=[CH:15][C:14]=1[C:22](C)(C)C.Cl.[O:29]1[CH2:34][CH2:33][O:32]C[CH2:30]1, predict the reaction product. The product is: [C:11]([NH:1][CH2:2][CH2:3][NH:4][CH2:5][C:6]([OH:8])=[O:7])([O:12][C:13]([CH3:14])([CH3:18])[CH3:30])=[O:27].[CH:16]1[CH:15]=[C:14]2[C:22]([C:33]([OH:32])([OH:7])[C:34](=[O:29])[C:13]2=[CH:18][CH:17]=1)=[O:9]. (2) Given the reactants [CH3:1][N:2]([S:15]([C:18]1[S:19][CH:20]=[CH:21][CH:22]=1)(=[O:17])=[O:16])[C:3]1[CH:4]=[CH:5][CH:6]=[C:7]2[C:11]=1[NH:10][C:9]([C:12]([OH:14])=O)=[CH:8]2.N1(O)C2C=CC=CC=2N=N1.Cl.CN(C)CCCN=C=NCC.[CH3:45][O:46][CH2:47][C:48]([NH:50][NH2:51])=[O:49], predict the reaction product. The product is: [CH3:45][O:46][CH2:47][C:48]([NH:50][NH:51][C:12]([C:9]1[NH:10][C:11]2[C:7]([CH:8]=1)=[CH:6][CH:5]=[CH:4][C:3]=2[N:2]([CH3:1])[S:15]([C:18]1[S:19][CH:20]=[CH:21][CH:22]=1)(=[O:17])=[O:16])=[O:14])=[O:49]. (3) Given the reactants [Br:1][C:2]1[CH:7]=[CH:6][CH:5]=[C:4]([CH2:8]Br)[CH:3]=1.[CH:10]1([NH2:16])[CH2:15][CH2:14][CH2:13][CH2:12][CH2:11]1.C(=O)([O-])[O-].[Cs+].[Cs+], predict the reaction product. The product is: [Br:1][C:2]1[CH:3]=[C:4]([CH:5]=[CH:6][CH:7]=1)[CH2:8][NH:16][CH:10]1[CH2:15][CH2:14][CH2:13][CH2:12][CH2:11]1. (4) Given the reactants [I:1][C:2]1[C:7]([OH:8])=[CH:6][CH:5]=[C:4]([I:9])[N:3]=1.Cl[CH2:11][O:12][CH3:13].[H-].[Na+], predict the reaction product. The product is: [I:1][C:2]1[C:7]([O:8][CH2:11][O:12][CH3:13])=[CH:6][CH:5]=[C:4]([I:9])[N:3]=1. (5) The product is: [CH3:8][C:6]12[CH2:7][C:2]1([NH:1][S:36]([CH:33]1[CH2:35][CH2:34]1)(=[O:38])=[O:37])[CH2:3][N:4]([C:9]1[N:10]=[C:11]([NH:19][C:20]3[CH:24]=[C:23]([CH3:25])[NH:22][N:21]=3)[C:12]3[CH:18]=[CH:17][CH:16]=[N:15][C:13]=3[N:14]=1)[CH2:5]2. Given the reactants [NH2:1][C:2]12[CH2:7][C:6]1([CH3:8])[CH2:5][N:4]([C:9]1[N:10]=[C:11]([NH:19][C:20]3[CH:24]=[C:23]([CH3:25])[NH:22][N:21]=3)[C:12]3[CH:18]=[CH:17][CH:16]=[N:15][C:13]=3[N:14]=1)[CH2:3]2.CCN(CC)CC.[CH:33]1([S:36](Cl)(=[O:38])=[O:37])[CH2:35][CH2:34]1, predict the reaction product. (6) Given the reactants [C:1]([C:5]1[O:9][N:8]=[C:7]([NH:10][C:11](=[O:24])[C:12]([CH3:23])([S:14]([CH:17]2[CH2:22][CH2:21][O:20][CH2:19][CH2:18]2)(=[O:16])=[O:15])[CH3:13])[CH:6]=1)([CH3:4])([CH3:3])[CH3:2].[CH:25]([N-]C(C)C)(C)C.[Li+].CI, predict the reaction product. The product is: [C:1]([C:5]1[O:9][N:8]=[C:7]([NH:10][C:11](=[O:24])[C:12]([CH3:13])([S:14]([C:17]2([CH3:25])[CH2:18][CH2:19][O:20][CH2:21][CH2:22]2)(=[O:15])=[O:16])[CH3:23])[CH:6]=1)([CH3:2])([CH3:3])[CH3:4]. (7) Given the reactants [F:1][C:2]1[CH:3]=[C:4]2[C:9](=[CH:10][CH:11]=1)[N:8]=[C:7]([C@@H:12]([N:14]1C(=O)C3C(=CC=CC=3)C1=O)[CH3:13])[C:6]([C:25]1[CH:26]=[N:27][CH:28]=[CH:29][CH:30]=1)=[C:5]2[O:31][CH3:32].NN, predict the reaction product. The product is: [F:1][C:2]1[CH:3]=[C:4]2[C:9](=[CH:10][CH:11]=1)[N:8]=[C:7]([C@@H:12]([NH2:14])[CH3:13])[C:6]([C:25]1[CH:26]=[N:27][CH:28]=[CH:29][CH:30]=1)=[C:5]2[O:31][CH3:32]. (8) Given the reactants C(=O)([O-])[O-].[K+].[K+].[CH:7](I)([CH3:9])[CH3:8].CS(C)=O.Br.[Br:16][C:17]1[CH:18]=[N:19][C:20]([OH:23])=[N:21][CH:22]=1, predict the reaction product. The product is: [Br:16][C:17]1[CH:18]=[N:19][C:20](=[O:23])[N:21]([CH:7]([CH3:9])[CH3:8])[CH:22]=1. (9) Given the reactants [Cl:1][C:2]1[C:3]([O:22][C@H:23]2[CH2:28][CH2:27][C@@H:26]([CH2:29][CH3:30])[CH2:25][CH2:24]2)=[CH:4][CH:5]=[C:6]2[C:11]=1[CH:10]=[C:9]([CH2:12][N:13]1[CH2:18][CH2:17][CH:16]([C:19]([O-:21])=[O:20])[CH2:15][CH2:14]1)[CH:8]=[CH:7]2.[OH-].[Na+].O.Cl, predict the reaction product. The product is: [Cl:1][C:2]1[C:3]([O:22][C@H:23]2[CH2:24][CH2:25][C@@H:26]([CH2:29][CH3:30])[CH2:27][CH2:28]2)=[CH:4][CH:5]=[C:6]2[C:11]=1[CH:10]=[C:9]([CH2:12][N:13]1[CH2:14][CH2:15][CH:16]([C:19]([OH:21])=[O:20])[CH2:17][CH2:18]1)[CH:8]=[CH:7]2. (10) Given the reactants Cl[C:2]1[N:10]=[CH:9][N:8]=[C:7]2[C:3]=1[NH:4][CH:5]=[N:6]2.[F:11][C:12]1[CH:13]=[C:14]([C:18]2[C:27]([CH:28]([NH2:30])C)=[CH:26][C:25]3[C:20](=[CH:21][CH:22]=[N:23][CH:24]=3)[N:19]=2)[CH:15]=[CH:16][CH:17]=1.CCN(C(C)C)C(C)C, predict the reaction product. The product is: [F:11][C:12]1[CH:13]=[C:14]([C:18]2[C:27]([CH2:28][NH:30][C:2]3[N:10]=[CH:9][N:8]=[C:7]4[C:3]=3[N:4]=[CH:5][NH:6]4)=[CH:26][C:25]3[C:20](=[CH:21][CH:22]=[N:23][CH:24]=3)[N:19]=2)[CH:15]=[CH:16][CH:17]=1.